This data is from Forward reaction prediction with 1.9M reactions from USPTO patents (1976-2016). The task is: Predict the product of the given reaction. (1) Given the reactants [C:1](OC=C)(=O)[CH3:2].C=C.[C:9]([O:12][CH:13]=[CH2:14])(=[O:11])[CH3:10].[C:15]1(=O)[O:20][C:18](=[O:19])[CH:17]=[CH:16]1.[C:22]1(=[O:28])[O:27][C:25](=[O:26])[CH:24]=[CH:23]1, predict the reaction product. The product is: [CH2:1]=[CH2:2].[C:9]([O:12][CH2:13][CH3:14])(=[O:11])[CH:10]=[CH2:15].[C:25]1(=[O:26])[O:27][C:22](=[O:28])[CH:23]=[CH:24]1.[C:18]([O:20][CH2:15][CH3:16])(=[O:19])[CH:17]=[CH2:1]. (2) Given the reactants [C:9](O[C:9]([O:11][C:12]([CH3:15])([CH3:14])[CH3:13])=[O:10])([O:11][C:12]([CH3:15])([CH3:14])[CH3:13])=[O:10].[NH:16]1[CH2:21][CH2:20][O:19][C@@H:18]([CH2:22][OH:23])[CH2:17]1.C(N(CC)CC)C, predict the reaction product. The product is: [OH:23][CH2:22][C@@H:18]1[O:19][CH2:20][CH2:21][N:16]([C:9]([O:11][C:12]([CH3:13])([CH3:14])[CH3:15])=[O:10])[CH2:17]1. (3) The product is: [F:15][C:9]1[C:10]([F:14])=[CH:11][CH:12]=[CH:13][C:8]=1[C:6]1[CH:7]=[C:2]([O:20][CH:17]([CH3:16])[C:18]#[CH:19])[N:3]=[CH:4][N:5]=1. Given the reactants Cl[C:2]1[CH:7]=[C:6]([C:8]2[CH:13]=[CH:12][CH:11]=[C:10]([F:14])[C:9]=2[F:15])[N:5]=[CH:4][N:3]=1.[CH3:16][CH:17]([OH:20])[C:18]#[CH:19].[H-].[Na+].O, predict the reaction product. (4) Given the reactants C([Sn](CCCC)(CCCC)C1C=CC(CC)=CC=1)CCC.[Br:22][C:23]1[C:24]([CH3:33])=[CH:25][C:26]([CH3:32])=[C:27]([CH:31]=1)[C:28](O)=O.[C:34]1([C:40]2[S:41][CH:42]=[CH:43][CH:44]=2)[CH:39]=[CH:38][CH:37]=[CH:36][CH:35]=1, predict the reaction product. The product is: [Br:22][C:23]1[C:24]([CH3:33])=[CH:25][C:26]([CH3:32])=[C:27]([CH2:28][C:42]2[S:41][C:40]([C:34]3[CH:35]=[CH:36][CH:37]=[CH:38][CH:39]=3)=[CH:44][CH:43]=2)[CH:31]=1. (5) Given the reactants [Cl:1][C:2]1[N:3]=[CH:4][N:5]([C:7]2[CH:12]=[CH:11][C:10]([NH:13][C:14]3[N:15]=[C:16]([N:29]4[CH2:32][C:31]5(OCC[O:33]5)[CH2:30]4)[C:17]4[CH2:22][CH2:21][CH:20]([C:23]5[CH:28]=[CH:27][CH:26]=[CH:25][CH:24]=5)[C:18]=4[N:19]=3)=[CH:9][C:8]=2[O:37][CH3:38])[CH:6]=1.O, predict the reaction product. The product is: [Cl:1][C:2]1[N:3]=[CH:4][N:5]([C:7]2[CH:12]=[CH:11][C:10]([NH:13][C:14]3[N:15]=[C:16]([N:29]4[CH2:30][C:31](=[O:33])[CH2:32]4)[C:17]4[CH2:22][CH2:21][CH:20]([C:23]5[CH:28]=[CH:27][CH:26]=[CH:25][CH:24]=5)[C:18]=4[N:19]=3)=[CH:9][C:8]=2[O:37][CH3:38])[CH:6]=1. (6) The product is: [F:1][C:2]1[CH:7]=[CH:6][C:5]([NH:8][C:15](=[O:17])[CH3:16])=[CH:4][CH:3]=1. Given the reactants [F:1][C:2]1[CH:7]=[CH:6][C:5]([NH2:8])=[CH:4][CH:3]=1.N1C=CC=CC=1.[C:15](Cl)(=[O:17])[CH3:16], predict the reaction product. (7) The product is: [CH2:1]([O:8][C:9]([N:11]1[CH2:15][C:14]([F:17])([F:16])[CH2:13][C@H:12]1[C:18]#[N:19])=[O:10])[C:2]1[CH:7]=[CH:6][CH:5]=[CH:4][CH:3]=1. Given the reactants [CH2:1]([O:8][C:9]([N:11]1[CH2:15][C:14]([F:17])([F:16])[CH2:13][C@H:12]1[C:18](N)=[N:19]O)=[O:10])[C:2]1[CH:7]=[CH:6][CH:5]=[CH:4][CH:3]=1.COC(C#CC(OC)=O)=O, predict the reaction product.